From a dataset of Catalyst prediction with 721,799 reactions and 888 catalyst types from USPTO. Predict which catalyst facilitates the given reaction. (1) Reactant: [CH2:1]([O:5][C:6]1[CH:11]=[C:10]([CH2:12][O:13][C:14]2[CH:22]=[C:21]3[C:17]([CH2:18][CH2:19][C@H:20]3[CH2:23][C:24]([O:26]C)=[O:25])=[CH:16][CH:15]=2)[CH:9]=[CH:8][C:7]=1[C:28]1[CH:33]=[C:32]([O:34][CH3:35])[CH:31]=[CH:30][C:29]=1[F:36])[CH2:2][CH2:3][CH3:4].[OH-].[Li+]. Product: [CH2:1]([O:5][C:6]1[CH:11]=[C:10]([CH2:12][O:13][C:14]2[CH:22]=[C:21]3[C:17]([CH2:18][CH2:19][C@@H:20]3[CH2:23][C:24]([OH:26])=[O:25])=[CH:16][CH:15]=2)[CH:9]=[CH:8][C:7]=1[C:28]1[CH:33]=[C:32]([O:34][CH3:35])[CH:31]=[CH:30][C:29]=1[F:36])[CH2:2][CH2:3][CH3:4].[CH2:1]([O:5][C:6]1[CH:11]=[C:10]([CH2:12][O:13][C:14]2[CH:22]=[C:21]3[C:17]([CH2:18][CH2:19][C@H:20]3[CH2:23][C:24]([OH:26])=[O:25])=[CH:16][CH:15]=2)[CH:9]=[CH:8][C:7]=1[C:28]1[CH:33]=[C:32]([O:34][CH3:35])[CH:31]=[CH:30][C:29]=1[F:36])[CH2:2][CH2:3][CH3:4]. The catalyst class is: 36. (2) Reactant: [H-].[Na+].[C:3]([O:11][CH2:12][CH3:13])(=[O:10])[CH2:4][C:5]([O:7]CC)=O.[CH2:14]([N:18]1[C:23]2[N:24]=[CH:25][CH:26]=[CH:27][C:22]=2C(=O)[O:20][C:19]1=O)[CH2:15][CH2:16][CH3:17]. Product: [CH2:14]([N:18]1[C:23]2[C:22](=[CH:27][CH:26]=[CH:25][N:24]=2)[C:5]([OH:7])=[C:4]([C:3]([O:11][CH2:12][CH3:13])=[O:10])[C:19]1=[O:20])[CH2:15][CH2:16][CH3:17]. The catalyst class is: 44. (3) Reactant: [CH3:1][N:2]1[CH:6]=[C:5]([N+:7]([O-])=O)[C:4]([C:10]([NH2:12])=[O:11])=[N:3]1.[H][H]. Product: [NH2:7][C:5]1[C:4]([C:10]([NH2:12])=[O:11])=[N:3][N:2]([CH3:1])[CH:6]=1. The catalyst class is: 29. (4) Reactant: [CH3:1][C:2]1([CH3:21])[CH2:6][O:5][C:4](=[O:7])[N:3]1[C:8]1[S:9][CH:10]=[C:11]([C:13]2[CH:20]=[CH:19][C:16]([C:17]#[N:18])=[CH:15][CH:14]=2)[N:12]=1.[NH2:22][OH:23].CS(C)=O. Product: [CH3:1][C:2]1([CH3:21])[CH2:6][O:5][C:4](=[O:7])[N:3]1[C:8]1[S:9][CH:10]=[C:11]([C:13]2[CH:20]=[CH:19][C:16]([C:17](=[N:22][OH:23])[NH2:18])=[CH:15][CH:14]=2)[N:12]=1. The catalyst class is: 54. (5) Reactant: [Br:1][C:2]1[CH:7]=[CH:6][C:5]([Cl:8])=[CH:4][C:3]=1[Cl:9].ClS(O)(=O)=O.[S:15](Cl)(Cl)=O.Cl[C:20]1[N:24]([CH3:25])[N:23]=[C:22]([CH3:26])[C:21]=1[CH:27]=[O:28].C(=O)([O-])[O-].[K+].[K+]. Product: [Br:1][C:2]1[C:3]([Cl:9])=[CH:4][C:5]([Cl:8])=[C:6]([S:15][C:20]2[N:24]([CH3:25])[N:23]=[C:22]([CH3:26])[C:21]=2[CH:27]=[O:28])[CH:7]=1. The catalyst class is: 288. (6) Reactant: [Br:1][C:2]1[CH:3]=[C:4]([N+:10]([O-])=O)[CH:5]=[CH:6][C:7]=1[CH2:8][CH3:9].C(Cl)Cl. Product: [Br:1][C:2]1[CH:3]=[C:4]([CH:5]=[CH:6][C:7]=1[CH2:8][CH3:9])[NH2:10]. The catalyst class is: 171. (7) Reactant: [Cl:1][C:2]1[CH:7]=[CH:6][C:5]([CH2:8]Cl)=[CH:4][N:3]=1.[NH2:10][C:11]1[N:16]=[CH:15][CH:14]=[CH:13][N:12]=1. Product: [ClH:1].[Cl:1][C:2]1[N:3]=[CH:4][C:5]([CH2:8][N:16]2[CH:15]=[CH:14][CH:13]=[N:12][C:11]2=[NH:10])=[CH:6][CH:7]=1. The catalyst class is: 3.